This data is from Full USPTO retrosynthesis dataset with 1.9M reactions from patents (1976-2016). The task is: Predict the reactants needed to synthesize the given product. Given the product [CH3:7][C:8]1[CH:9]=[C:10]2[C:14](=[CH:15][CH:16]=1)[NH:13][N:12]=[C:11]2[NH:17][C:1](=[O:5])[CH:2]=[CH:3][CH3:4], predict the reactants needed to synthesize it. The reactants are: [C:1](Cl)(=[O:5])/[CH:2]=[CH:3]/[CH3:4].[CH3:7][C:8]1[CH:9]=[C:10]2[C:14](=[CH:15][CH:16]=1)[NH:13][N:12]=[C:11]2[NH2:17].